Regression/Classification. Given a drug SMILES string, predict its absorption, distribution, metabolism, or excretion properties. Task type varies by dataset: regression for continuous measurements (e.g., permeability, clearance, half-life) or binary classification for categorical outcomes (e.g., BBB penetration, CYP inhibition). Dataset: cyp2d6_veith. From a dataset of CYP2D6 inhibition data for predicting drug metabolism from PubChem BioAssay. The compound is COC(=O)CSc1ccc(C#N)c(SCC(=O)OC)c1. The result is 0 (non-inhibitor).